From a dataset of Catalyst prediction with 721,799 reactions and 888 catalyst types from USPTO. Predict which catalyst facilitates the given reaction. (1) Reactant: C([N:8]1[C@@H:13]2[C@@H:14]([C:16]([O:18][C:19]([CH3:22])([CH3:21])[CH3:20])=[O:17])[CH2:15][C@@:9]1([C:39]1[CH:44]=[CH:43][CH:42]=[CH:41][CH:40]=1)[C@H:10]([O:23][CH2:24][C:25]1[CH:30]=[C:29]([C:31]([F:34])([F:33])[F:32])[CH:28]=[C:27]([C:35]([F:38])([F:37])[F:36])[CH:26]=1)[CH2:11][CH2:12]2)C1C=CC=CC=1.C(OCC)(=O)C. Product: [F:37][C:35]([F:36])([F:38])[C:27]1[CH:26]=[C:25]([CH2:24][O:23][C@@H:10]2[CH2:11][CH2:12][C@@H:13]3[NH:8][C@@:9]2([C:39]2[CH:40]=[CH:41][CH:42]=[CH:43][CH:44]=2)[CH2:15][C@@H:14]3[C:16]([O:18][C:19]([CH3:22])([CH3:21])[CH3:20])=[O:17])[CH:30]=[C:29]([C:31]([F:32])([F:33])[F:34])[CH:28]=1. The catalyst class is: 63. (2) Reactant: [OH-].[Na+].[CH2:3]([O:10][C:11]1[CH:36]=[CH:35][C:34]([I:37])=[CH:33][C:12]=1[CH2:13][C:14]([NH:25][C:26]([O:28][C:29]([CH3:32])([CH3:31])[CH3:30])=[O:27])(C(OCC)=O)[C:15]([O:17]CC)=[O:16])[C:4]1[CH:9]=[CH:8][CH:7]=[CH:6][CH:5]=1.C(O)C.Cl. Product: [CH2:3]([O:10][C:11]1[CH:36]=[CH:35][C:34]([I:37])=[CH:33][C:12]=1[CH2:13][CH:14]([NH:25][C:26]([O:28][C:29]([CH3:32])([CH3:31])[CH3:30])=[O:27])[C:15]([OH:17])=[O:16])[C:4]1[CH:5]=[CH:6][CH:7]=[CH:8][CH:9]=1. The catalyst class is: 6. (3) Reactant: [CH3:1][N:2]([CH3:45])[C:3]([CH2:5][O:6][C:7]1[C:8]([F:44])=[C:9]([CH:15]([NH:31][C:32]2[CH:37]=[CH:36][C:35]([C:38]3[N:42]=[C:41]([CH3:43])[O:40][N:39]=3)=[CH:34][CH:33]=2)[C:16]2[NH:20][C:19](=[O:21])[N:18]([C:22]3[CH:30]=[CH:29][CH:28]=[CH:27][C:23]=3C(O)=O)[N:17]=2)[CH:10]=[C:11]([CH2:13][CH3:14])[CH:12]=1)=[O:4].C([N:48]([CH2:51]C)CC)C.C1(P(N=[N+]=[N-])(C2C=CC=CC=2)=[O:60])C=CC=CC=1.C(OCC)(=O)C.[C:76]([OH:80])([CH3:79])([CH3:78])[CH3:77]. Product: [C:76]([O:80][C:51](=[O:60])[NH:48][C:23]1[CH:27]=[CH:28][CH:29]=[CH:30][C:22]=1[N:18]1[C:19](=[O:21])[NH:20][C:16]([CH:15]([C:9]2[CH:10]=[C:11]([CH2:13][CH3:14])[CH:12]=[C:7]([O:6][CH2:5][C:3](=[O:4])[N:2]([CH3:45])[CH3:1])[C:8]=2[F:44])[NH:31][C:32]2[CH:37]=[CH:36][C:35]([C:38]3[N:42]=[C:41]([CH3:43])[O:40][N:39]=3)=[CH:34][CH:33]=2)=[N:17]1)([CH3:79])([CH3:78])[CH3:77]. The catalyst class is: 6.